From a dataset of Forward reaction prediction with 1.9M reactions from USPTO patents (1976-2016). Predict the product of the given reaction. (1) Given the reactants [OH:1][C:2]1[CH:7]=[CH:6][C:5]([C:8]2[CH:9]=[C:10]([C:15]3[CH:16]=[C:17]([CH:21]=[CH:22][CH:23]=3)[C:18](O)=[O:19])[NH:11][C:12](=[O:14])[N:13]=2)=[CH:4][C:3]=1[CH3:24].[O:25]1[CH2:30][CH2:29][N:28]([CH2:31][CH2:32][CH2:33][NH2:34])[CH2:27][CH2:26]1.ON1C2C=CC=CC=2N=N1.CCN=C=NCCC[N+](C)(C)C.[I-], predict the reaction product. The product is: [OH:19][C:18]1[CH:22]=[CH:23][C:15]([C:10]2[CH:9]=[C:8]([C:5]3[CH:6]=[C:7]([CH:24]=[CH:3][CH:4]=3)[C:2]([NH:34][CH2:33][CH2:32][CH2:31][N:28]3[CH2:29][CH2:30][O:25][CH2:26][CH2:27]3)=[O:1])[NH:13][C:12](=[O:14])[N:11]=2)=[CH:16][C:17]=1[CH3:21]. (2) Given the reactants [C:1]1([N:7]2[C:25](=[O:26])[C:10]3=[CH:11][NH:12][C:13]4[CH:14]=[CH:15][C:16]([N:19]5[CH2:24][CH2:23]N[CH2:21][CH2:20]5)=[N:17][C:18]=4[C:9]3=[N:8]2)[CH:6]=[CH:5][CH:4]=[CH:3][CH:2]=1.N1CC[O:30]CC1, predict the reaction product. The product is: [N:19]1([C:16]2[CH:15]=[CH:14][C:13]3[NH:12][CH:11]=[C:10]4[C:25](=[O:26])[N:7]([C:1]5[CH:6]=[CH:5][CH:4]=[CH:3][CH:2]=5)[N:8]=[C:9]4[C:18]=3[N:17]=2)[CH2:20][CH2:21][O:30][CH2:23][CH2:24]1.